Dataset: Full USPTO retrosynthesis dataset with 1.9M reactions from patents (1976-2016). Task: Predict the reactants needed to synthesize the given product. (1) Given the product [N+:22]([C:25]1[CH:30]=[C:29]([C:2]2[NH:3][C:4]3[CH:5]=[CH:6][CH:7]=[C:8]4[C:14](=[O:15])[NH:13][CH2:12][CH2:11][C:10]=2[C:9]=34)[CH:28]=[CH:27][CH:26]=1)([O-:24])=[O:23], predict the reactants needed to synthesize it. The reactants are: Br[C:2]1[NH:3][C:4]2[CH:5]=[CH:6][CH:7]=[C:8]3[C:14](=[O:15])[NH:13][CH2:12][CH2:11][C:10]=1[C:9]=23.C([O-])([O-])=O.[K+].[K+].[N+:22]([C:25]1[CH:26]=[C:27](B(O)O)[CH:28]=[CH:29][CH:30]=1)([O-:24])=[O:23].O. (2) Given the product [C:19]([O:18][CH2:17][C@:2]1([F:1])[C@@H:3]2[C@@H:4]([O:15][C:36]([CH3:37])([CH3:35])[O:16]2)[C@H:5]([N:7]2[CH:14]=[CH:13][C:11](=[O:12])[NH:10][C:8]2=[O:9])[O:6]1)(=[O:26])[C:20]1[CH:25]=[CH:24][CH:23]=[CH:22][CH:21]=1, predict the reactants needed to synthesize it. The reactants are: [F:1][C@:2]1([CH2:17][OH:18])[O:6][C@@H:5]([N:7]2[CH:14]=[CH:13][C:11](=[O:12])[NH:10][C:8]2=[O:9])[C@H:4]([OH:15])[C@@H:3]1[OH:16].[C:19](Cl)(=[O:26])[C:20]1[CH:25]=[CH:24][CH:23]=[CH:22][CH:21]=1.CCOC(C)=O.N1C=C[CH:37]=[CH:36][CH:35]=1. (3) Given the product [CH3:3][O:4][C:5]1[CH:6]=[CH:7][C:8]2[C:13](=[CH:12][C:11]([CH:23]=[CH2:24])=[CH:10][CH:9]=2)[CH:14]=1, predict the reactants needed to synthesize it. The reactants are: [Li+].[Cl-].[CH3:3][O:4][C:5]1[CH:14]=[C:13]2[C:8]([CH:9]=[CH:10][C:11](OS(C(F)(F)F)(=O)=O)=[CH:12]2)=[CH:7][CH:6]=1.[CH2:23]([Sn](CCCC)(CCCC)C=C)[CH2:24]CC. (4) Given the product [NH2:25][C:21]1[C:22]([Cl:24])=[CH:23][C:18]([C:17]([NH:16][CH2:15][C@@H:11]2[CH2:10][N:9]([CH2:8][CH2:7][CH2:6][CH2:5][C:4]([O:3][C@@H:1]3[CH:33]4[CH2:34][CH2:35][N:30]([CH2:31][CH2:32]4)[CH2:2]3)=[O:29])[CH2:14][CH2:13][O:12]2)=[O:28])=[C:19]([O:26][CH3:27])[CH:20]=1, predict the reactants needed to synthesize it. The reactants are: [CH2:1]([O:3][C:4](=[O:29])[CH2:5][CH2:6][CH2:7][CH2:8][N:9]1[CH2:14][CH2:13][O:12][C@H:11]([CH2:15][NH:16][C:17](=[O:28])[C:18]2[CH:23]=[C:22]([Cl:24])[C:21]([NH2:25])=[CH:20][C:19]=2[O:26][CH3:27])[CH2:10]1)[CH3:2].[N:30]12CC[CH:33]([CH2:34][CH2:35]1)[CH:32](O)[CH2:31]2. (5) Given the product [NH2:14][C:10]1[CH2:11][O:12][CH2:13][C@:8]([C:6]2[CH:7]=[C:2]([NH:29][C:27]([C:24]3[C:23]([CH3:30])=[CH:22][C:21]([C:19]#[N:20])=[CH:26][N:25]=3)=[O:28])[CH:3]=[CH:4][C:5]=2[F:18])([CH:15]([F:17])[F:16])[N:9]=1, predict the reactants needed to synthesize it. The reactants are: Br[C:2]1[CH:3]=[CH:4][C:5]([F:18])=[C:6]([C@:8]2([CH:15]([F:17])[F:16])[CH2:13][O:12][CH2:11][C:10]([NH2:14])=[N:9]2)[CH:7]=1.[C:19]([C:21]1[CH:22]=[C:23]([CH3:30])[C:24]([C:27]([NH2:29])=[O:28])=[N:25][CH:26]=1)#[N:20].[O-]P([O-])([O-])=O.[K+].[K+].[K+].CNCCNC. (6) Given the product [O:12]=[CH:11][CH2:10][C@H:9]([NH:8][C:6](=[O:7])[O:5][C:1]([CH3:3])([CH3:2])[CH3:4])[C:16]1[CH:21]=[CH:20][CH:19]=[CH:18][CH:17]=1, predict the reactants needed to synthesize it. The reactants are: [C:1]([O:5][C:6]([NH:8][C@H:9]([C:16]1[CH:21]=[CH:20][CH:19]=[CH:18][CH:17]=1)[CH2:10][C:11](OCC)=[O:12])=[O:7])([CH3:4])([CH3:3])[CH3:2].CC(C[AlH]CC(C)C)C. (7) Given the product [Cl:1][C:2]1[CH:7]=[CH:6][C:5]([C@H:8]2[C:12]3[N:13]([CH:22]([CH3:24])[CH3:23])[C:14]([C:16]4[CH2:17][CH2:18][O:19][CH2:20][CH:21]=4)=[N:15][C:11]=3[C:10](=[O:25])[N:9]2[C:26]2[CH:27]=[C:28]([CH3:36])[C:29]3[N:30]([C:32]([CH3:35])=[N:33][N:34]=3)[N:31]=2)=[CH:4][CH:3]=1, predict the reactants needed to synthesize it. The reactants are: [Cl:1][C:2]1[CH:7]=[CH:6][C:5]([CH:8]2[C:12]3[N:13]([CH:22]([CH3:24])[CH3:23])[C:14]([C:16]4[CH2:17][CH2:18][O:19][CH2:20][CH:21]=4)=[N:15][C:11]=3[C:10](=[O:25])[N:9]2[C:26]2[CH:27]=[C:28]([CH3:36])[C:29]3[N:30]([C:32]([CH3:35])=[N:33][N:34]=3)[N:31]=2)=[CH:4][CH:3]=1.